Task: Predict which catalyst facilitates the given reaction.. Dataset: Catalyst prediction with 721,799 reactions and 888 catalyst types from USPTO (1) Reactant: [O:1]1[CH2:6][CH2:5][CH2:4][CH2:3][CH:2]1[CH:7]=O.[C:9](#[N:13])[CH2:10][C:11]#[N:12].[NH2:14]/[C:15](/[CH3:19])=[CH:16]\[C:17]#[N:18].C[O-].[Na+]. Product: [NH2:12][C:11]1[C:10]([C:9]#[N:13])=[C:7]([CH:2]2[CH2:3][CH2:4][CH2:5][CH2:6][O:1]2)[C:16]([C:17]#[N:18])=[C:15]([CH3:19])[N:14]=1. The catalyst class is: 8. (2) Reactant: [CH3:1][N:2]1[CH2:7][CH2:6][NH:5][CH2:4][CH2:3]1.C(=O)([O-])[O-].[K+].[K+].[Cl:14][CH2:15][CH2:16][CH2:17][CH2:18]Br. Product: [CH3:1][N:2]1[CH2:7][CH2:6][N:5]([CH2:18][CH2:17][CH2:16][CH2:15][Cl:14])[CH2:4][CH2:3]1. The catalyst class is: 21. (3) Reactant: C([O:5][C:6]([C@H:8]1[CH2:12][CH2:11][CH2:10][N:9]1[C:13](=[O:38])[CH2:14][O:15][C:16]1[CH:21]=[CH:20][C:19]([O:22][CH2:23][C:24]([N:26]2[CH2:30][CH2:29][CH2:28][C@@H:27]2[C:31]([O:33]C(C)(C)C)=[O:32])=[O:25])=[CH:18][CH:17]=1)=[O:7])(C)(C)C. Product: [C:31]([C@H:27]1[CH2:28][CH2:29][CH2:30][N:26]1[C:24](=[O:25])[CH2:23][O:22][C:19]1[CH:18]=[CH:17][C:16]([O:15][CH2:14][C:13]([N:9]2[CH2:10][CH2:11][CH2:12][C@@H:8]2[C:6]([OH:7])=[O:5])=[O:38])=[CH:21][CH:20]=1)([OH:33])=[O:32]. The catalyst class is: 55. (4) Reactant: [F:1][CH2:2][CH2:3][O:4][C:5]1[C:13]2[C:8](=[N:9][CH:10]=[C:11]([NH2:14])[CH:12]=2)[NH:7][N:6]=1.[F:15][C:16]1[C:24]([NH:25][S:26]([CH2:29][CH2:30][CH3:31])(=[O:28])=[O:27])=[CH:23][CH:22]=[C:21]([F:32])[C:17]=1[C:18](O)=[O:19].CCN=C=NCCCN(C)C.C1C=CC2N(O)N=NC=2C=1. Product: [F:15][C:16]1[C:24]([NH:25][S:26]([CH2:29][CH2:30][CH3:31])(=[O:27])=[O:28])=[CH:23][CH:22]=[C:21]([F:32])[C:17]=1[C:18]([NH:14][C:11]1[CH:12]=[C:13]2[C:5]([O:4][CH2:3][CH2:2][F:1])=[N:6][NH:7][C:8]2=[N:9][CH:10]=1)=[O:19]. The catalyst class is: 31.